Dataset: Catalyst prediction with 721,799 reactions and 888 catalyst types from USPTO. Task: Predict which catalyst facilitates the given reaction. (1) Reactant: [Cl:1][C:2]1[CH:7]=[C:6]([O:8]C)[CH:5]=[CH:4][C:3]=1[CH:10]([CH3:29])[C:11]([C:17]1[CH:18]=[CH:19][C:20]2[O:25][CH2:24][C:23](=[O:26])[N:22]([CH3:27])[C:21]=2[CH:28]=1)([OH:16])[C:12]([F:15])([F:14])[F:13].B(Br)(Br)Br. Product: [Cl:1][C:2]1[CH:7]=[C:6]([OH:8])[CH:5]=[CH:4][C:3]=1[CH:10]([CH3:29])[C:11]([C:17]1[CH:18]=[CH:19][C:20]2[O:25][CH2:24][C:23](=[O:26])[N:22]([CH3:27])[C:21]=2[CH:28]=1)([OH:16])[C:12]([F:13])([F:14])[F:15]. The catalyst class is: 4. (2) Reactant: CN(C)[CH:3]=[CH:4][C:5]([C:7]1[CH:8]=[C:9]([P:13]([C:20]2[CH:25]=[CH:24][CH:23]=[CH:22][CH:21]=2)[C:14]2[CH:19]=[CH:18][CH:17]=[CH:16][CH:15]=2)[CH:10]=[CH:11][CH:12]=1)=O.O.[NH2:28][NH2:29]. Product: [NH:28]1[CH:3]=[CH:4][C:5]([C:7]2[CH:8]=[C:9]([P:13]([C:20]3[CH:25]=[CH:24][CH:23]=[CH:22][CH:21]=3)[C:14]3[CH:15]=[CH:16][CH:17]=[CH:18][CH:19]=3)[CH:10]=[CH:11][CH:12]=2)=[N:29]1. The catalyst class is: 8.